This data is from Full USPTO retrosynthesis dataset with 1.9M reactions from patents (1976-2016). The task is: Predict the reactants needed to synthesize the given product. (1) Given the product [CH3:26][O:25][C:24]1[CH:23]=[C:22]([CH2:21][N:15]2[CH2:19][CH2:18][CH2:17][CH2:16]2)[CH:30]=[CH:29][C:27]=1[OH:28], predict the reactants needed to synthesize it. The reactants are: [BH-](OC(C)=O)(OC(C)=O)OC(C)=O.[Na+].[NH:15]1[CH2:19][CH2:18][CH2:17][CH2:16]1.O=[CH:21][C:22]1[CH:30]=[CH:29][C:27]([OH:28])=[C:24]([O:25][CH3:26])[CH:23]=1.[OH-].[Na+]. (2) Given the product [Br:1][C:2]1[CH:33]=[CH:32][C:31]([F:34])=[CH:30][C:3]=1[O:4][CH:5]1[CH2:10][CH2:9][N:8]([C:11]2[N:12]=[CH:13][C:14]([C:17]3[N:18]=[N:19][N:20]([CH2:22][C:23]([OH:25])=[O:24])[N:21]=3)=[N:15][CH:16]=2)[CH2:7][CH2:6]1, predict the reactants needed to synthesize it. The reactants are: [Br:1][C:2]1[CH:33]=[CH:32][C:31]([F:34])=[CH:30][C:3]=1[O:4][CH:5]1[CH2:10][CH2:9][N:8]([C:11]2[N:12]=[CH:13][C:14]([C:17]3[N:18]=[N:19][N:20]([CH2:22][C:23]([O:25]C(C)(C)C)=[O:24])[N:21]=3)=[N:15][CH:16]=2)[CH2:7][CH2:6]1. (3) Given the product [CH2:1]([C@H:8]1[CH2:13][N:12]([C:14]2[CH:19]=[CH:18][C:17]([O:20][CH3:21])=[C:16]([O:22][CH:23]3[CH2:24][CH2:25][CH2:26][CH2:27]3)[CH:15]=2)[CH2:11][CH2:10][N:9]1[C:28](=[O:35])[CH2:29][C:30]([NH:37][NH2:38])=[O:32])[C:2]1[CH:7]=[CH:6][CH:5]=[CH:4][CH:3]=1, predict the reactants needed to synthesize it. The reactants are: [CH2:1]([C@H:8]1[CH2:13][N:12]([C:14]2[CH:19]=[CH:18][C:17]([O:20][CH3:21])=[C:16]([O:22][CH:23]3[CH2:27][CH2:26][CH2:25][CH2:24]3)[CH:15]=2)[CH2:11][CH2:10][N:9]1[C:28](=[O:35])[CH2:29][C:30]([O:32]CC)=O)[C:2]1[CH:7]=[CH:6][CH:5]=[CH:4][CH:3]=1.O.[NH2:37][NH2:38].[C-]#N.[Na+].NN. (4) Given the product [CH3:1][C:2]1[N:3]=[C:4]([CH:7]([NH:27][C:28]([N:57]2[CH2:58][CH2:59][CH:60]([N:63]3[CH2:72][C:71]4[C:66](=[CH:67][CH:68]=[CH:69][CH:70]=4)[NH:65][C:64]3=[O:73])[CH2:61][CH2:62]2)=[O:34])[CH2:8][C:9]2[CH:10]=[C:11]3[C:15](=[C:16]([CH3:18])[CH:17]=2)[NH:14][N:13]=[CH:12]3)[NH:5][CH:6]=1, predict the reactants needed to synthesize it. The reactants are: [CH3:1][C:2]1[N:3]=[C:4]([CH:7]([NH:27][C:28](=[O:34])OC(C)(C)C)[CH2:8][C:9]2[CH:17]=[C:16]([CH3:18])[C:15]3[C:11](=[CH:12][N:13](COCC[Si](C)(C)C)[N:14]=3)[CH:10]=2)[NH:5][CH:6]=1.Cl.C(C1NC=CN=1)(C1NC=CN=1)=O.C(N(C(C)C)CC)(C)C.[NH:57]1[CH2:62][CH2:61][CH:60]([N:63]2[CH2:72][C:71]3[C:66](=[CH:67][CH:68]=[CH:69][CH:70]=3)[NH:65][C:64]2=[O:73])[CH2:59][CH2:58]1. (5) Given the product [CH2:27]([C@H:26]1[C@@H:22]([N:21]2[C:3]3=[C:4]4[CH:10]=[CH:9][N:8]([S:11]([C:14]5[CH:15]=[CH:16][C:17]([CH3:18])=[CH:19][CH:20]=5)(=[O:12])=[O:13])[C:5]4=[N:6][CH:7]=[C:2]3[N:1]=[N:37]2)[CH2:23][C@@H:24]([NH:29][S:30]([CH:33]2[CH2:35][CH2:34]2)(=[O:31])=[O:32])[CH2:25]1)[CH3:28], predict the reactants needed to synthesize it. The reactants are: [NH2:1][C:2]1[C:3]([NH:21][C@@H:22]2[C@H:26]([CH2:27][CH3:28])[CH2:25][C@H:24]([NH:29][S:30]([CH:33]3[CH2:35][CH2:34]3)(=[O:32])=[O:31])[CH2:23]2)=[C:4]2[CH:10]=[CH:9][N:8]([S:11]([C:14]3[CH:20]=[CH:19][C:17]([CH3:18])=[CH:16][CH:15]=3)(=[O:13])=[O:12])[C:5]2=[N:6][CH:7]=1.Cl.[N:37]([O-])=O.[Na+]. (6) Given the product [CH3:32][O:31][C:29](=[O:30])[C:28]1[CH:33]=[CH:34][CH:35]=[CH:36][C:27]=1[O:26][CH2:25][CH2:24][N:20]1[CH2:19][CH2:18][CH:17]([C:10]2[C:11]3[C:12](=[N:13][CH:14]=[CH:15][CH:16]=3)[N:8]([CH2:7][C:5]3[S:6][C:2]([Cl:1])=[CH:3][CH:4]=3)[CH:9]=2)[CH2:22][CH2:21]1, predict the reactants needed to synthesize it. The reactants are: [Cl:1][C:2]1[S:6][C:5]([CH2:7][N:8]2[C:12]3=[N:13][CH:14]=[CH:15][CH:16]=[C:11]3[C:10]([CH:17]3[CH2:22][CH2:21][NH:20][CH2:19][CH2:18]3)=[CH:9]2)=[CH:4][CH:3]=1.Cl[CH2:24][CH2:25][O:26][C:27]1[CH:36]=[CH:35][CH:34]=[CH:33][C:28]=1[C:29]([O:31][CH3:32])=[O:30]. (7) Given the product [C:10]([O:14][C:15](=[O:30])[NH:16][C@@H:17]1[C@@H:21]([C:22]2[CH:27]=[C:26]([F:28])[CH:25]=[CH:24][C:23]=2[F:29])[CH2:20][N:19]([C:2]2[N:7]=[CH:6][C:5]([C:8]#[N:9])=[CH:4][N:3]=2)[CH2:18]1)([CH3:13])([CH3:11])[CH3:12], predict the reactants needed to synthesize it. The reactants are: Cl[C:2]1[N:7]=[CH:6][C:5]([C:8]#[N:9])=[CH:4][N:3]=1.[C:10]([O:14][C:15](=[O:30])[NH:16][C@@H:17]1[C@@H:21]([C:22]2[CH:27]=[C:26]([F:28])[CH:25]=[CH:24][C:23]=2[F:29])[CH2:20][NH:19][CH2:18]1)([CH3:13])([CH3:12])[CH3:11].C1CCN2C(=NCCC2)CC1. (8) Given the product [Cl:1][C:2]1[CH:3]=[CH:4][C:5]([O:20][C:16]2[CH:17]=[CH:18][CH:19]=[C:14]([Cl:13])[CH:15]=2)=[C:6]([CH:11]=1)[C:7]([O:9][CH3:10])=[O:8], predict the reactants needed to synthesize it. The reactants are: [Cl:1][C:2]1[CH:3]=[CH:4][C:5](F)=[C:6]([CH:11]=1)[C:7]([O:9][CH3:10])=[O:8].[Cl:13][C:14]1[CH:15]=[C:16]([OH:20])[CH:17]=[CH:18][CH:19]=1. (9) Given the product [Br:7][C:8]1[C:13]([Cl:14])=[CH:12][C:11]([N:15]2[C:24]3[C:19](=[CH:20][C:21]([S:25]([NH:1][C:2]4[CH:6]=[CH:5][O:4][N:3]=4)(=[O:26])=[O:27])=[CH:22][CH:23]=3)[C:18]([CH3:29])=[CH:17][C:16]2=[O:30])=[C:10]([O:31][CH3:32])[CH:9]=1, predict the reactants needed to synthesize it. The reactants are: [NH2:1][C:2]1[CH:6]=[CH:5][O:4][N:3]=1.[Br:7][C:8]1[C:13]([Cl:14])=[CH:12][C:11]([N:15]2[C:24]3[C:19](=[CH:20][C:21]([S:25](Cl)(=[O:27])=[O:26])=[CH:22][CH:23]=3)[C:18]([CH3:29])=[CH:17][C:16]2=[O:30])=[C:10]([O:31][CH3:32])[CH:9]=1.[Li+].C[Si]([N-][Si](C)(C)C)(C)C.O1CCOCC1. (10) Given the product [Br:1][C:2]1[N:7]=[C:6]([NH:8][CH2:26][CH:27]2[CH2:32][CH2:31][O:30][C:29]([CH3:34])([CH3:33])[CH2:28]2)[CH:5]=[CH:4][CH:3]=1, predict the reactants needed to synthesize it. The reactants are: [Br:1][C:2]1[N:7]=[C:6]([NH2:8])[CH:5]=[CH:4][CH:3]=1.C(=O)([O-])[O-].[K+].[K+].CC1C=CC(S(O[CH2:26][CH:27]2[CH2:32][CH2:31][O:30][C:29]([CH3:34])([CH3:33])[CH2:28]2)(=O)=O)=CC=1.[H-].[Na+].